From a dataset of Forward reaction prediction with 1.9M reactions from USPTO patents (1976-2016). Predict the product of the given reaction. Given the reactants CC(C)([O-])C.[K+].[Cl-].[NH2:8][C:9]([NH2:11])=[NH2+:10].[F:12][C:13]1[CH:14]=[CH:15][CH:16]=[C:17]2[C:21]=1[CH:20]([CH2:22][C:23](OCC)=[O:24])[N:19]([CH2:28][CH:29]([CH3:31])[CH3:30])[C:18]2=[O:32], predict the reaction product. The product is: [F:12][C:13]1[CH:14]=[CH:15][CH:16]=[C:17]2[C:21]=1[CH:20]([CH2:22][C:23]([NH:10][C:9]([NH2:11])=[NH:8])=[O:24])[N:19]([CH2:28][CH:29]([CH3:30])[CH3:31])[C:18]2=[O:32].